From a dataset of Retrosynthesis with 50K atom-mapped reactions and 10 reaction types from USPTO. Predict the reactants needed to synthesize the given product. Given the product N#Cc1cc(F)ccc1-c1ncccc1F, predict the reactants needed to synthesize it. The reactants are: CC1(C)OB(c2ccc(F)cc2C#N)OC1(C)C.Fc1cccnc1Cl.